The task is: Predict which catalyst facilitates the given reaction.. This data is from Catalyst prediction with 721,799 reactions and 888 catalyst types from USPTO. (1) Reactant: Br[C:2]1[C:10]2[C:5](=[N:6][CH:7]=[C:8]([N+:11]([O-:13])=[O:12])[CH:9]=2)[N:4](S(C2C=CC=CC=2)(=O)=O)[CH:3]=1.CN.[CH3:25][N:26](C=O)[CH3:27]. Product: [CH3:25][N:26]([CH3:27])[C:2]1[C:10]2[C:5](=[N:6][CH:7]=[C:8]([N+:11]([O-:13])=[O:12])[CH:9]=2)[NH:4][CH:3]=1. The catalyst class is: 6. (2) Reactant: Cl[C:2]1[N:7]=[C:6]([Cl:8])[N:5]=[CH:4][N:3]=1.[CH2:9]([N:11]1[CH:15]=[C:14]([NH2:16])[C:13]([CH3:17])=[N:12]1)[CH3:10].C(N(CC)C(C)C)(C)C. Product: [Cl:8][C:6]1[N:5]=[CH:4][N:3]=[C:2]([NH:16][C:14]2[C:13]([CH3:17])=[N:12][N:11]([CH2:9][CH3:10])[CH:15]=2)[N:7]=1. The catalyst class is: 4. (3) Product: [F:19][C:20]1[CH:21]=[C:22]([C:2]2[CH:3]=[CH:4][C:5]([C@H:8]3[CH2:13][CH2:12][C@H:11]([CH2:14][CH2:15][CH2:16][CH2:17][CH3:18])[CH2:10][CH2:9]3)=[CH:6][CH:7]=2)[CH:23]=[CH:24][CH:25]=1. Reactant: I[C:2]1[CH:7]=[CH:6][C:5]([C@H:8]2[CH2:13][CH2:12][C@H:11]([CH2:14][CH2:15][CH2:16][CH2:17][CH3:18])[CH2:10][CH2:9]2)=[CH:4][CH:3]=1.[F:19][C:20]1[CH:21]=[C:22](B(O)O)[CH:23]=[CH:24][CH:25]=1.C(=O)([O-])[O-].[K+].[K+]. The catalyst class is: 93. (4) Reactant: [OH:1][C:2]1[CH:7]=[CH:6][C:5]([C:8]2[N:9]=[C:10]3[CH:15]=[CH:14][C:13]([I:16])=[CH:12][N:11]3[CH:17]=2)=[CH:4][CH:3]=1.C(=O)([O-])[O-].[K+].[K+].Br[CH2:25][CH2:26][CH2:27][F:28].O. Product: [F:28][CH2:27][CH2:26][CH2:25][O:1][C:2]1[CH:3]=[CH:4][C:5]([C:8]2[N:9]=[C:10]3[CH:15]=[CH:14][C:13]([I:16])=[CH:12][N:11]3[CH:17]=2)=[CH:6][CH:7]=1. The catalyst class is: 22. (5) The catalyst class is: 5. Product: [F:1][C:2]1[CH:7]=[C:6]([CH3:8])[CH:5]=[CH:4][C:3]=1[NH:9][C:10]1[C:19]2[C:14](=[CH:15][C:16]([N:20]3[CH2:21][CH2:22][N:23]([CH2:29][CH2:28][OH:30])[CH2:24][CH2:25]3)=[CH:17][CH:18]=2)[N:13]=[N:12][C:11]=1[C:26]#[N:27]. Reactant: [F:1][C:2]1[CH:7]=[C:6]([CH3:8])[CH:5]=[CH:4][C:3]=1[NH:9][C:10]1[C:19]2[C:14](=[CH:15][C:16]([N:20]3[CH2:25][CH2:24][NH:23][CH2:22][CH2:21]3)=[CH:17][CH:18]=2)[N:13]=[N:12][C:11]=1[C:26]#[N:27].[C:28](O)(=[O:30])[CH3:29].[Si](OCC=O)(C(C)(C)C)(C)C.C([BH3-])#N.[Na+].Cl.